From a dataset of Peptide-MHC class II binding affinity with 134,281 pairs from IEDB. Regression. Given a peptide amino acid sequence and an MHC pseudo amino acid sequence, predict their binding affinity value. This is MHC class II binding data. (1) The peptide sequence is AGWLFHVRGARRSGD. The MHC is HLA-DQA10201-DQB10301 with pseudo-sequence HLA-DQA10201-DQB10301. The binding affinity (normalized) is 0.471. (2) The binding affinity (normalized) is 0.589. The peptide sequence is GELQIVDKIDARFKI. The MHC is DRB3_0101 with pseudo-sequence DRB3_0101.